From a dataset of Reaction yield outcomes from USPTO patents with 853,638 reactions. Predict the reaction yield, written as a fraction of the theoretical maximum amount of product (1.0 means a 100% yield; for example, 0.34 means a 34% yield). (1) The reactants are C([O:8][C:9](=[O:20])[C:10]([NH:12][C:13]([O:15][C:16]([CH3:19])([CH3:18])[CH3:17])=[O:14])=[CH2:11])C1C=CC=CC=1.N[C@H](C(O)=O)C[OH:24].[OH-].[Na+].CC(OC(OC(OC(C)(C)C)=O)=O)(C)C. The catalyst is O1CCOCC1.O. The product is [C:13]([NH:12][CH:10]([C:9]([OH:8])=[O:20])[CH2:11][OH:24])([O:15][C:16]([CH3:19])([CH3:18])[CH3:17])=[O:14]. The yield is 0.810. (2) The reactants are Cl.[NH2:2][C@@H:3]([CH2:8][C:9]1[CH:14]=[CH:13][CH:12]=[CH:11][CH:10]=1)[C:4](=[O:7])[CH2:5][Cl:6].C1(C)C=CC=CC=1.Cl[C:23]([O:25][CH2:26][C:27]1[CH:32]=[CH:31][CH:30]=[CH:29][CH:28]=1)=[O:24].C(=O)([O-])O.[Na+]. The catalyst is O. The product is [CH2:26]([O:25][C:23]([NH:2][C@@H:3]([CH2:8][C:9]1[CH:14]=[CH:13][CH:12]=[CH:11][CH:10]=1)[C:4](=[O:7])[CH2:5][Cl:6])=[O:24])[C:27]1[CH:32]=[CH:31][CH:30]=[CH:29][CH:28]=1. The yield is 0.830. (3) The reactants are [OH:1][C:2]1[CH:3]=[C:4]([C:8]2[O:9][C:10]3[CH:16]=[CH:15][C:14]([C:17]#[N:18])=[CH:13][C:11]=3[CH:12]=2)[CH:5]=[CH:6][CH:7]=1.C([O-])([O-])=O.[K+].[K+].Br[CH2:26][CH2:27][CH2:28][O:29][C:30]1[CH:37]=[CH:36][C:33]([C:34]#[N:35])=[CH:32][CH:31]=1.O. The catalyst is CN(C=O)C. The product is [C:34]([C:33]1[CH:36]=[CH:37][C:30]([O:29][CH2:28][CH2:27][CH2:26][O:1][C:2]2[CH:3]=[C:4]([C:8]3[O:9][C:10]4[CH:16]=[CH:15][C:14]([C:17]#[N:18])=[CH:13][C:11]=4[CH:12]=3)[CH:5]=[CH:6][CH:7]=2)=[CH:31][CH:32]=1)#[N:35]. The yield is 0.840. (4) The reactants are C(O[BH-](OC(=O)C)OC(=O)C)(=O)C.[Na+].Cl.[CH3:16][O:17][C:18]([CH:20]1[CH2:24][CH2:23][NH:22][CH2:21]1)=[O:19].[O:25]([C:32]1[CH:33]=[C:34]([CH:37]=[CH:38][CH:39]=1)[CH:35]=O)[C:26]1[CH:31]=[CH:30][CH:29]=[CH:28][CH:27]=1. The catalyst is ClCCCl. The product is [CH3:16][O:17][C:18]([CH:20]1[CH2:24][CH2:23][N:22]([CH2:35][C:34]2[CH:37]=[CH:38][CH:39]=[C:32]([O:25][C:26]3[CH:31]=[CH:30][CH:29]=[CH:28][CH:27]=3)[CH:33]=2)[CH2:21]1)=[O:19]. The yield is 0.350. (5) The reactants are [ClH:1].[NH2:2][CH:3]1[CH2:8][CH2:7][N:6]([C:9](=[O:18])[CH2:10][CH2:11][C:12]2[N:13]([CH3:17])[CH:14]=[CH:15][N:16]=2)[CH2:5][CH2:4]1. The catalyst is C(OCC)C. The product is [ClH:1].[NH2:2][CH:3]1[CH2:8][CH2:7][N:6]([C:9](=[O:18])[CH2:10][CH2:11][C:12]2[N:13]([CH3:17])[CH:14]=[CH:15][N:16]=2)[CH2:5][CH2:4]1. The yield is 0.750.